This data is from Catalyst prediction with 721,799 reactions and 888 catalyst types from USPTO. The task is: Predict which catalyst facilitates the given reaction. (1) Reactant: [CH2:1]([C:4]1[CH:9]=[C:8]([C:10]2[S:11][CH:12]=[C:13]([C:15]3[CH:20]=[CH:19][C:18]([NH2:21])=[CH:17][CH:16]=3)[N:14]=2)[CH:7]=[CH:6][N:5]=1)[CH2:2][CH3:3].[C:22]([O:26][C:27](O[C:27]([O:26][C:22]([CH3:25])([CH3:24])[CH3:23])=[O:28])=[O:28])([CH3:25])([CH3:24])[CH3:23]. Product: [CH2:1]([C:4]1[CH:9]=[C:8]([C:10]2[S:11][CH:12]=[C:13]([C:15]3[CH:16]=[CH:17][C:18]([NH:21][C:27](=[O:28])[O:26][C:22]([CH3:25])([CH3:24])[CH3:23])=[CH:19][CH:20]=3)[N:14]=2)[CH:7]=[CH:6][N:5]=1)[CH2:2][CH3:3]. The catalyst class is: 630. (2) Product: [F:22][C:2]([F:1])([F:21])[C:3]1[CH:4]=[C:5]([CH2:9][CH2:10][C:11]2[CH:16]=[CH:15][N:14]=[C:13]([NH:17][C:18]([NH2:20])=[O:19])[CH:12]=2)[CH:6]=[CH:7][CH:8]=1. The catalyst class is: 687. Reactant: [F:1][C:2]([F:22])([F:21])[C:3]1[CH:4]=[C:5]([CH:9]=[CH:10][C:11]2[CH:16]=[CH:15][N:14]=[C:13]([NH:17][C:18]([NH2:20])=[O:19])[CH:12]=2)[CH:6]=[CH:7][CH:8]=1.[H][H]. (3) Reactant: C([Li])CCC.[CH2:6]([PH:10][C:11]1[CH:16]=[CH:15][CH:14]=[CH:13][CH:12]=1)[CH:7]([CH3:9])[CH3:8].[CH3:17][C:18]1[CH:26]=[C:25]([CH3:27])[CH:24]=[C:23]([CH3:28])[C:19]=1[C:20](Cl)=[O:21].[OH:29]O. Product: [CH3:17][C:18]1[CH:26]=[C:25]([CH3:27])[CH:24]=[C:23]([CH3:28])[C:19]=1[C:20]([P:10](=[O:29])([CH2:6][CH:7]([CH3:9])[CH3:8])[C:11]1[CH:16]=[CH:15][CH:14]=[CH:13][CH:12]=1)=[O:21]. The catalyst class is: 7. (4) Product: [C:11]1([C:9]2[CH:10]=[C:6]([C:4]([OH:5])=[O:3])[N:7]([CH2:17][C:18]([F:19])([F:20])[F:21])[N:8]=2)[CH:12]=[CH:13][CH:14]=[CH:15][CH:16]=1. The catalyst class is: 5. Reactant: C([O:3][C:4]([C:6]1[N:7]([CH2:17][C:18]([F:21])([F:20])[F:19])[N:8]=[C:9]([C:11]2[CH:16]=[CH:15][CH:14]=[CH:13][CH:12]=2)[CH:10]=1)=[O:5])C.[OH-].[Na+].Cl. (5) Reactant: C(=O)(OC(C)(C)C)OC/C=[C:5](\[CH2:7][CH2:8]/[CH:9]=[C:10](\[CH2:12][CH2:13][CH:14]=[C:15]([CH3:17])C)/C)/C. Product: [CH2:5]1[C@@H:7]2[C@@H:13]([CH2:12][CH2:10][CH2:9][CH2:8]2)[CH2:14][CH2:15][CH2:17]1. The catalyst class is: 463.